Task: Predict which catalyst facilitates the given reaction.. Dataset: Catalyst prediction with 721,799 reactions and 888 catalyst types from USPTO Reactant: [NH2:1][CH2:2][C:3]([O:5][C:6]([CH3:9])([CH3:8])[CH3:7])=[O:4].[C:10](OC(Cl)(Cl)Cl)(OC(Cl)(Cl)Cl)=[O:11].C(N(CC)CC)C. Product: [N:1]([CH2:2][C:3]([O:5][C:6]([CH3:9])([CH3:8])[CH3:7])=[O:4])=[C:10]=[O:11]. The catalyst class is: 4.